From a dataset of Reaction yield outcomes from USPTO patents with 853,638 reactions. Predict the reaction yield, written as a fraction of the theoretical maximum amount of product (1.0 means a 100% yield; for example, 0.34 means a 34% yield). (1) The reactants are [CH:1]1([CH:4]=O)[CH2:3][CH2:2]1.[CH3:6][C:7]([S@@:10]([NH2:12])=[O:11])([CH3:9])[CH3:8].[O-]S([O-])(=O)=O.[Mg+2]. The catalyst is C(Cl)Cl.CC1C=CC(S([O-])(=O)=O)=CC=1.C1C=C[NH+]=CC=1. The product is [CH:1]1(/[CH:4]=[N:12]/[S@:10]([C:7]([CH3:9])([CH3:8])[CH3:6])=[O:11])[CH2:3][CH2:2]1. The yield is 0.860. (2) The reactants are [CH:1]1([C:4]2[CH:9]=[CH:8][C:7]([N+:10]([O-])=O)=[C:6]([F:13])[CH:5]=2)[CH2:3][CH2:2]1.[Cl-].[NH4+].CCO.C1COCC1. The catalyst is O.[Fe]. The product is [CH:1]1([C:4]2[CH:9]=[CH:8][C:7]([NH2:10])=[C:6]([F:13])[CH:5]=2)[CH2:3][CH2:2]1. The yield is 0.990.